From a dataset of Full USPTO retrosynthesis dataset with 1.9M reactions from patents (1976-2016). Predict the reactants needed to synthesize the given product. (1) Given the product [Si:4]([O:21][CH2:22][CH2:23][C@H:24]1[O:30][C@H:29]([C:31]2[CH:36]=[CH:35][CH:34]=[C:33]([O:37][CH3:38])[C:32]=2[O:39][CH3:40])[C:28]2[CH:41]=[C:42]([Cl:45])[CH:43]=[CH:44][C:27]=2[N:26]2[C:46]([C:1]#[N:3])=[CH:47][CH:48]=[C:25]12)([C:17]([CH3:18])([CH3:20])[CH3:19])([C:11]1[CH:16]=[CH:15][CH:14]=[CH:13][CH:12]=1)[C:5]1[CH:6]=[CH:7][CH:8]=[CH:9][CH:10]=1, predict the reactants needed to synthesize it. The reactants are: [C:1](#[N:3])C.[Si:4]([O:21][CH2:22][CH2:23][C@H:24]1[O:30][C@H:29]([C:31]2[CH:36]=[CH:35][CH:34]=[C:33]([O:37][CH3:38])[C:32]=2[O:39][CH3:40])[C:28]2[CH:41]=[C:42]([Cl:45])[CH:43]=[CH:44][C:27]=2[N:26]2[CH:46]=[CH:47][CH:48]=[C:25]12)([C:17]([CH3:20])([CH3:19])[CH3:18])([C:11]1[CH:16]=[CH:15][CH:14]=[CH:13][CH:12]=1)[C:5]1[CH:10]=[CH:9][CH:8]=[CH:7][CH:6]=1.CN(C)C=O.ClS(N=C=O)(=O)=O. (2) Given the product [N:24]12[CH2:29][CH2:28][CH:27]([CH2:26][CH2:25]1)[CH:22]([NH:21][C:16]([C:12]1[CH:13]=[CH:14][CH:15]=[C:9]3[O:8][C:7]([C:1]4[CH:2]=[CH:3][CH:4]=[CH:5][CH:6]=4)=[N:11][C:10]=13)=[O:18])[CH2:23]2, predict the reactants needed to synthesize it. The reactants are: [C:1]1([C:7]2[O:8][C:9]3[C:10](=[C:12]([C:16]([OH:18])=O)[CH:13]=[CH:14][CH:15]=3)[N:11]=2)[CH:6]=[CH:5][CH:4]=[CH:3][CH:2]=1.Cl.Cl.[NH2:21][CH:22]1[CH:27]2[CH2:28][CH2:29][N:24]([CH2:25][CH2:26]2)[CH2:23]1. (3) Given the product [N+:21]([C:18]1[CH:17]=[N:16][C:15]([O:12][C:7]2[C:6]3[C:2]([CH3:13])([CH3:1])[CH2:3][O:4][C:5]=3[C:10]([CH3:11])=[CH:9][CH:8]=2)=[N:20][CH:19]=1)([O-:23])=[O:22], predict the reactants needed to synthesize it. The reactants are: [CH3:1][C:2]1([CH3:13])[C:6]2=[C:7]([OH:12])[CH:8]=[CH:9][C:10]([CH3:11])=[C:5]2[O:4][CH2:3]1.Cl[C:15]1[N:20]=[CH:19][C:18]([N+:21]([O-:23])=[O:22])=[CH:17][N:16]=1.C([O-])([O-])=O.[K+].[K+]. (4) The reactants are: [N:1]1([C:7]2[CH:8]=[CH:9][C:10]3[N:11]([C:13]([C:16]([F:19])([F:18])[F:17])=[N:14][N:15]=3)[N:12]=2)[CH2:6][CH2:5][NH:4][CH2:3][CH2:2]1.[CH:20]([C:22]1[CH:27]=[CH:26][C:25]([NH:28][C:29](=[O:31])[CH3:30])=[CH:24][CH:23]=1)=O. Given the product [F:19][C:16]([F:17])([F:18])[C:13]1[N:11]2[N:12]=[C:7]([N:1]3[CH2:2][CH2:3][N:4]([CH2:20][C:22]4[CH:23]=[CH:24][C:25]([NH:28][C:29](=[O:31])[CH3:30])=[CH:26][CH:27]=4)[CH2:5][CH2:6]3)[CH:8]=[CH:9][C:10]2=[N:15][N:14]=1, predict the reactants needed to synthesize it. (5) The reactants are: [Br:1][C:2]1[C:3]([C:18](OC)=[O:19])=[CH:4][C:5]([O:15][CH2:16][CH3:17])=[C:6]([C:8]2[CH:13]=[CH:12][C:11]([F:14])=[CH:10][CH:9]=2)[CH:7]=1.[H-].[Al+3].[Li+].[H-].[H-].[H-].O.O.O.O.O.O.O.O.O.O.S([O-])([O-])(=O)=O.[Na+].[Na+]. Given the product [Br:1][C:2]1[C:3]([CH:18]=[O:19])=[CH:4][C:5]([O:15][CH2:16][CH3:17])=[C:6]([C:8]2[CH:9]=[CH:10][C:11]([F:14])=[CH:12][CH:13]=2)[CH:7]=1, predict the reactants needed to synthesize it. (6) Given the product [C:37]([O:45][C:46]1([CH2:75][C:68]2[CH:69]=[C:70]([O:73][CH3:74])[CH:71]=[CH:72][C:67]=2[OH:66])[C:54]2[C:49](=[CH:50][CH:51]=[CH:52][CH:53]=2)[N:48]([CH2:55][CH:56]([CH3:57])[CH3:58])[C:47]1=[O:59])(=[O:44])[C:38]1[CH:39]=[CH:40][CH:41]=[CH:42][CH:43]=1, predict the reactants needed to synthesize it. The reactants are: C(OC1(CC2C=CC(OC)=CC=2O)C2C(=CC=C(C)C=2)N(CCCC(C)C)C1=O)(=O)C1C=CC=CC=1.[C:37]([O:45][CH:46]1[C:54]2[C:49](=[CH:50][CH:51]=[CH:52][CH:53]=2)[N:48]([CH2:55][CH:56]([CH3:58])[CH3:57])[C:47]1=[O:59])(=[O:44])[C:38]1[CH:43]=[CH:42][CH:41]=[CH:40][CH:39]=1.C(=O)([O:66][C:67]1[CH:72]=[CH:71][C:70]([O:73][CH3:74])=[CH:69][C:68]=1[CH2:75]O)OC(C)(C)C. (7) Given the product [F:8][C:5]1[CH:4]=[N:3][C:2]([C:18]2[CH:19]=[CH:20][CH:21]=[CH:22][C:17]=2[C:15]#[N:16])=[N:7][CH:6]=1, predict the reactants needed to synthesize it. The reactants are: Br[C:2]1[N:7]=[CH:6][C:5]([F:8])=[CH:4][N:3]=1.C(=O)([O-])[O-].[K+].[K+].[C:15]([C:17]1[CH:22]=[CH:21][CH:20]=[CH:19][C:18]=1B(O)O)#[N:16]. (8) Given the product [C:1]([O:11][CH2:21][CH3:22])(=[O:15])[CH2:2][CH2:3][CH2:4][CH2:5][CH2:6][CH2:7][CH2:8][CH2:9][CH3:10], predict the reactants needed to synthesize it. The reactants are: [C:1](Cl)(=[O:11])[CH2:2][CH2:3][CH2:4][CH2:5][CH2:6][CH2:7][CH2:8][CH2:9][CH3:10].C([OH:15])C.C(N([CH2:21][CH3:22])CC)C. (9) Given the product [CH2:21]([C@@H:17]([N:15]([CH3:16])[C:13]([C@H:37]([N:35]([CH3:33])[C:67](=[O:69])/[CH:66]=[CH:65]/[CH2:64][C:63]([CH3:70])([NH:61][CH3:62])[CH3:71])[CH2:41][C:42]1[CH:47]=[CH:46][C:45]([C:48]2[CH:49]=[CH:50][CH:51]=[CH:52][CH:53]=2)=[CH:44][CH:43]=1)=[O:14])[C:18]([N:5]1[CH2:6][CH2:7][CH:2]([OH:1])[CH2:3][CH2:4]1)=[O:20])[C:22]1[CH:23]=[CH:24][CH:25]=[CH:26][CH:27]=1, predict the reactants needed to synthesize it. The reactants are: [OH:1][CH:2]1[CH2:7][CH2:6][NH:5][CH2:4][CH2:3]1.C(O[C:13]([N:15]([C@H:17]([CH2:21][C:22]1[CH:27]=[CH:26][CH:25]=[CH:24][CH:23]=1)[C:18]([OH:20])=O)[CH3:16])=[O:14])(C)(C)C.C(O[C:33]([N:35]([C@H:37]([CH2:41][C:42]1[CH:47]=[CH:46][C:45]([C:48]2[CH:53]=[CH:52][CH:51]=[CH:50][CH:49]=2)=[CH:44][CH:43]=1)C(O)=O)C)=O)(C)(C)C.C(OC([N:61]([C:63]([CH3:71])([CH3:70])[CH2:64]/[CH:65]=[CH:66]/[C:67]([OH:69])=O)[CH3:62])=O)(C)(C)C.